This data is from NCI-60 drug combinations with 297,098 pairs across 59 cell lines. The task is: Regression. Given two drug SMILES strings and cell line genomic features, predict the synergy score measuring deviation from expected non-interaction effect. (1) Drug 1: CC1=C2C(C(=O)C3(C(CC4C(C3C(C(C2(C)C)(CC1OC(=O)C(C(C5=CC=CC=C5)NC(=O)OC(C)(C)C)O)O)OC(=O)C6=CC=CC=C6)(CO4)OC(=O)C)O)C)O. Drug 2: C1C(C(OC1N2C=NC(=NC2=O)N)CO)O. Cell line: K-562. Synergy scores: CSS=28.9, Synergy_ZIP=-2.91, Synergy_Bliss=-4.10, Synergy_Loewe=-2.07, Synergy_HSA=0.865. (2) Drug 1: C#CCC(CC1=CN=C2C(=N1)C(=NC(=N2)N)N)C3=CC=C(C=C3)C(=O)NC(CCC(=O)O)C(=O)O. Drug 2: C1C(C(OC1N2C=NC3=C2NC=NCC3O)CO)O. Cell line: SR. Synergy scores: CSS=-1.84, Synergy_ZIP=0.822, Synergy_Bliss=-0.265, Synergy_Loewe=-1.31, Synergy_HSA=-1.27. (3) Drug 1: CN(CCCl)CCCl.Cl. Drug 2: C1C(C(OC1N2C=NC(=NC2=O)N)CO)O. Cell line: SF-539. Synergy scores: CSS=27.6, Synergy_ZIP=-9.30, Synergy_Bliss=-7.58, Synergy_Loewe=-6.05, Synergy_HSA=-7.27. (4) Drug 1: CNC(=O)C1=CC=CC=C1SC2=CC3=C(C=C2)C(=NN3)C=CC4=CC=CC=N4. Drug 2: CC1=C2C(C(=O)C3(C(CC4C(C3C(C(C2(C)C)(CC1OC(=O)C(C(C5=CC=CC=C5)NC(=O)OC(C)(C)C)O)O)OC(=O)C6=CC=CC=C6)(CO4)OC(=O)C)OC)C)OC. Cell line: OVCAR3. Synergy scores: CSS=48.4, Synergy_ZIP=4.02, Synergy_Bliss=1.76, Synergy_Loewe=-36.5, Synergy_HSA=0.144. (5) Drug 1: CC(CN1CC(=O)NC(=O)C1)N2CC(=O)NC(=O)C2. Drug 2: CC1=C(C(=CC=C1)Cl)NC(=O)C2=CN=C(S2)NC3=CC(=NC(=N3)C)N4CCN(CC4)CCO. Cell line: NCI-H522. Synergy scores: CSS=35.9, Synergy_ZIP=-5.34, Synergy_Bliss=5.66, Synergy_Loewe=8.56, Synergy_HSA=9.41. (6) Drug 1: CCCS(=O)(=O)NC1=C(C(=C(C=C1)F)C(=O)C2=CNC3=C2C=C(C=N3)C4=CC=C(C=C4)Cl)F. Drug 2: CC1=C(C=C(C=C1)C(=O)NC2=CC(=CC(=C2)C(F)(F)F)N3C=C(N=C3)C)NC4=NC=CC(=N4)C5=CN=CC=C5. Cell line: OVCAR3. Synergy scores: CSS=-0.687, Synergy_ZIP=1.92, Synergy_Bliss=2.86, Synergy_Loewe=-0.260, Synergy_HSA=-0.809.